Task: Regression. Given two drug SMILES strings and cell line genomic features, predict the synergy score measuring deviation from expected non-interaction effect.. Dataset: NCI-60 drug combinations with 297,098 pairs across 59 cell lines (1) Drug 1: CC1=C(N=C(N=C1N)C(CC(=O)N)NCC(C(=O)N)N)C(=O)NC(C(C2=CN=CN2)OC3C(C(C(C(O3)CO)O)O)OC4C(C(C(C(O4)CO)O)OC(=O)N)O)C(=O)NC(C)C(C(C)C(=O)NC(C(C)O)C(=O)NCCC5=NC(=CS5)C6=NC(=CS6)C(=O)NCCC[S+](C)C)O. Drug 2: CCC1(C2=C(COC1=O)C(=O)N3CC4=CC5=C(C=CC(=C5CN(C)C)O)N=C4C3=C2)O.Cl. Cell line: HCT116. Synergy scores: CSS=70.6, Synergy_ZIP=-4.52, Synergy_Bliss=-4.86, Synergy_Loewe=1.54, Synergy_HSA=4.39. (2) Drug 1: CN(C)C1=NC(=NC(=N1)N(C)C)N(C)C. Drug 2: C1CN(P(=O)(OC1)NCCCl)CCCl. Cell line: UACC62. Synergy scores: CSS=-1.63, Synergy_ZIP=0.0568, Synergy_Bliss=-1.23, Synergy_Loewe=-2.49, Synergy_HSA=-2.13. (3) Drug 1: CCN(CC)CCCC(C)NC1=C2C=C(C=CC2=NC3=C1C=CC(=C3)Cl)OC. Drug 2: C1CN(P(=O)(OC1)NCCCl)CCCl. Cell line: T-47D. Synergy scores: CSS=7.35, Synergy_ZIP=-0.554, Synergy_Bliss=1.02, Synergy_Loewe=-7.42, Synergy_HSA=-2.60. (4) Drug 1: CS(=O)(=O)C1=CC(=C(C=C1)C(=O)NC2=CC(=C(C=C2)Cl)C3=CC=CC=N3)Cl. Drug 2: CN1CCC(CC1)COC2=C(C=C3C(=C2)N=CN=C3NC4=C(C=C(C=C4)Br)F)OC. Cell line: SK-MEL-28. Synergy scores: CSS=-0.686, Synergy_ZIP=3.28, Synergy_Bliss=5.63, Synergy_Loewe=-4.57, Synergy_HSA=-2.08. (5) Drug 1: CC1C(C(CC(O1)OC2CC(CC3=C2C(=C4C(=C3O)C(=O)C5=C(C4=O)C(=CC=C5)OC)O)(C(=O)C)O)N)O.Cl. Drug 2: C(CC(=O)O)C(=O)CN.Cl. Cell line: HCT116. Synergy scores: CSS=12.4, Synergy_ZIP=-0.742, Synergy_Bliss=-3.71, Synergy_Loewe=-13.6, Synergy_HSA=-2.31. (6) Drug 1: C1=NC2=C(N1)C(=S)N=CN2. Drug 2: C1=NC2=C(N=C(N=C2N1C3C(C(C(O3)CO)O)F)Cl)N. Cell line: SK-MEL-5. Synergy scores: CSS=8.21, Synergy_ZIP=-0.663, Synergy_Bliss=-2.26, Synergy_Loewe=-22.4, Synergy_HSA=-4.67.